Dataset: Reaction yield outcomes from USPTO patents with 853,638 reactions. Task: Predict the reaction yield, written as a fraction of the theoretical maximum amount of product (1.0 means a 100% yield; for example, 0.34 means a 34% yield). (1) The reactants are [O:1]1[C:5]2[CH:6]=[CH:7][CH:8]=[CH:9][C:4]=2[N:3]=[C:2]1[C:10]1[CH:11]=[CH:12][C:13]([NH:17][CH:18]2[CH2:23][CH2:22][O:21][CH2:20][CH2:19]2)=[C:14]([CH:16]=1)[NH2:15].[NH:24]1[CH:28]=[CH:27][N:26]=[C:25]1[CH:29]=O.OOS([O-])=O.[K+].C(=O)([O-])[O-].[K+].[K+]. The catalyst is CN(C=O)C.O. The product is [O:1]1[C:5]2[CH:6]=[CH:7][CH:8]=[CH:9][C:4]=2[N:3]=[C:2]1[C:10]1[CH:11]=[CH:12][C:13]2[N:17]([CH:18]3[CH2:23][CH2:22][O:21][CH2:20][CH2:19]3)[C:29]([C:25]3[NH:24][CH:28]=[CH:27][N:26]=3)=[N:15][C:14]=2[CH:16]=1. The yield is 0.121. (2) The reactants are [C:12]([O:11][C:9](O[C:9]([O:11][C:12]([CH3:15])([CH3:14])[CH3:13])=[O:10])=[O:10])([CH3:15])([CH3:14])[CH3:13].[CH3:16][C:17]1[CH:18]=[N:19][CH:20]=[CH:21][C:22]=1[NH2:23]. The catalyst is C(O)(C)(C)C. The product is [CH3:16][C:17]1[CH:18]=[N:19][CH:20]=[CH:21][C:22]=1[NH:23][C:9](=[O:10])[O:11][C:12]([CH3:13])([CH3:14])[CH3:15]. The yield is 0.990. (3) The reactants are [C:1](Cl)(=O)[C:2]([Cl:4])=[O:3].[F:7][C:8]1[CH:18]=[CH:17][CH:16]=[CH:15][C:9]=1[CH:10]=CC(O)=O. The catalyst is C(Cl)Cl. The product is [F:7][C:8]1[CH:18]=[CH:17][CH:16]=[CH:15][C:9]=1/[CH:10]=[CH:1]/[C:2]([Cl:4])=[O:3]. The yield is 0.910. (4) The reactants are [CH2:1]([O:8][C:9]1[CH:16]=[C:15]([O:17][CH3:18])[CH:14]=[C:13]([OH:19])[C:10]=1[CH:11]=O)[C:2]1[CH:7]=[CH:6][CH:5]=[CH:4][CH:3]=1.C(=O)([O-])[O-].[Cs+].[Cs+].Cl[CH2:27][C:28](=[O:30])[CH3:29].O1C2C=CC=CC=2C=C1. The catalyst is CN(C)C=O.O1CCCC1.C(OCC)(=O)C.O.C1(C)C=CC(S(O)(=O)=O)=CC=1. The product is [CH2:1]([O:8][C:9]1[C:10]2[CH:11]=[C:27]([C:28](=[O:30])[CH3:29])[O:19][C:13]=2[CH:14]=[C:15]([O:17][CH3:18])[CH:16]=1)[C:2]1[CH:7]=[CH:6][CH:5]=[CH:4][CH:3]=1. The yield is 0.880. (5) The reactants are Cl[CH2:2][CH2:3][CH2:4][N:5]1[C:14]2[C:9](=[CH:10][CH:11]=[CH:12][CH:13]=2)[CH:8]=[CH:7][C:6]1=[O:15].C([O-])([O-])=O.[K+].[K+].[CH2:22]([CH:26]1[CH2:31][CH2:30][NH:29][CH2:28][CH2:27]1)[CH2:23][CH2:24][CH3:25].CC#N. The catalyst is CCOC(C)=O. The product is [CH2:22]([CH:26]1[CH2:31][CH2:30][N:29]([CH2:2][CH2:3][CH2:4][N:5]2[C:14]3[C:9](=[CH:10][CH:11]=[CH:12][CH:13]=3)[CH:8]=[CH:7][C:6]2=[O:15])[CH2:28][CH2:27]1)[CH2:23][CH2:24][CH3:25]. The yield is 0.490. (6) The reactants are [Cl:1][C:2]1[CH:3]=[C:4]2[O:8][C:7]([C:9]3[CH:13]=[CH:12][S:11][CH:10]=3)=[N:6][C:5]2=[C:14]([C:16]([OH:18])=O)[CH:15]=1.Cl.Cl.[NH2:21][C@H:22]1[CH:27]2[CH2:28][CH2:29][N:24]([CH2:25][CH2:26]2)[CH2:23]1.Cl.C(N=C=NCCCN(C)C)C.ON1C2C=CC=CC=2N=N1.C(N(CC)CC)C. The catalyst is CN(C=O)C.ClCCl. The product is [N:24]12[CH2:29][CH2:28][CH:27]([CH2:26][CH2:25]1)[C@H:22]([NH:21][C:16]([C:14]1[CH:15]=[C:2]([Cl:1])[CH:3]=[C:4]3[O:8][C:7]([C:9]4[CH:13]=[CH:12][S:11][CH:10]=4)=[N:6][C:5]=13)=[O:18])[CH2:23]2. The yield is 0.180. (7) The reactants are S(Cl)(Cl)=O.[CH3:5]O.[OH:7][C:8]1[CH:18]=[CH:17][C:11]([CH:12]=[CH:13][C:14]([OH:16])=[O:15])=[CH:10][CH:9]=1. The catalyst is C(OCC)(=O)C.CCCCCC. The product is [OH:7][C:8]1[CH:9]=[CH:10][C:11]([CH:12]=[CH:13][C:14]([O:16][CH3:5])=[O:15])=[CH:17][CH:18]=1. The yield is 0.880. (8) The reactants are [N:1]1[C:10]2[C:5](=[CH:6][CH:7]=[CH:8][C:9]=2[O:11][C@H:12]([CH3:17])[C:13]([O:15]C)=O)[CH:4]=[CH:3][CH:2]=1.[NH2:18][CH2:19][C@@H:20]([OH:31])[CH2:21][N:22]1[CH2:30][C:29]2[C:24](=[CH:25][CH:26]=[CH:27][CH:28]=2)[CH2:23]1. The catalyst is CCO. The product is [OH:31][C@@H:20]([CH2:21][N:22]1[CH2:23][C:24]2[C:29](=[CH:28][CH:27]=[CH:26][CH:25]=2)[CH2:30]1)[CH2:19][NH:18][C:13](=[O:15])[C@H:12]([O:11][C:9]1[CH:8]=[CH:7][CH:6]=[C:5]2[C:10]=1[N:1]=[CH:2][CH:3]=[CH:4]2)[CH3:17]. The yield is 0.110. (9) The reactants are [OH:1][CH:2]([C:6]1[CH:11]=[CH:10][C:9]([C:12]2[N:16]=[C:15]([C:17]3[O:21][N:20]=[C:19]([C:22]4[CH:27]=[CH:26][CH:25]=[CH:24][CH:23]=4)[C:18]=3[C:28]([F:31])([F:30])[F:29])[O:14][N:13]=2)=[CH:8][CH:7]=1)[C:3]([OH:5])=O.[NH2:32][CH2:33][CH2:34][CH2:35][OH:36].CN1CCOCC1.CN(C(ON1N=NC2C=CC=NC1=2)=[N+](C)C)C.F[P-](F)(F)(F)(F)F. The catalyst is CN(C=O)C. The product is [OH:1][CH:2]([C:6]1[CH:11]=[CH:10][C:9]([C:12]2[N:16]=[C:15]([C:17]3[O:21][N:20]=[C:19]([C:22]4[CH:27]=[CH:26][CH:25]=[CH:24][CH:23]=4)[C:18]=3[C:28]([F:29])([F:30])[F:31])[O:14][N:13]=2)=[CH:8][CH:7]=1)[C:3]([NH:32][CH2:33][CH2:34][CH2:35][OH:36])=[O:5]. The yield is 0.265.